This data is from Full USPTO retrosynthesis dataset with 1.9M reactions from patents (1976-2016). The task is: Predict the reactants needed to synthesize the given product. (1) Given the product [O:19]=[C:17]1[N:16]([C:34]([O:36][C:37]([CH3:40])([CH3:39])[CH3:38])=[O:35])[CH:15]([CH2:20][C:21]2[CH:26]=[CH:25][CH:24]=[C:23]([O:27][C:28]([F:33])([F:32])[CH:29]([F:31])[F:30])[CH:22]=2)[CH:14]([C:11]2[CH:12]=[CH:13][C:8]([O:7][C:3]3[CH:2]=[N:1][CH:6]=[CH:5][CH:4]=3)=[CH:9][CH:10]=2)[O:18]1, predict the reactants needed to synthesize it. The reactants are: [N:1]1[CH:6]=[CH:5][CH:4]=[C:3]([O:7][C:8]2[CH:13]=[CH:12][C:11]([CH:14]3[O:18][C:17](=[O:19])[NH:16][CH:15]3[CH2:20][C:21]3[CH:26]=[CH:25][CH:24]=[C:23]([O:27][C:28]([F:33])([F:32])[CH:29]([F:31])[F:30])[CH:22]=3)=[CH:10][CH:9]=2)[CH:2]=1.[C:34](O[C:34]([O:36][C:37]([CH3:40])([CH3:39])[CH3:38])=[O:35])([O:36][C:37]([CH3:40])([CH3:39])[CH3:38])=[O:35].O. (2) Given the product [NH2:20][C:17]1[CH:18]=[CH:19][C:10]2[N:9]([CH2:8][CH2:7][CH:3]3[CH2:4][CH2:5][CH2:6][N:2]3[CH3:1])[C:14](=[O:15])[CH2:13][O:12][C:11]=2[CH:16]=1, predict the reactants needed to synthesize it. The reactants are: [CH3:1][N:2]1[CH2:6][CH2:5][CH2:4][CH:3]1[CH2:7][CH2:8][N:9]1[C:14](=[O:15])[CH2:13][O:12][C:11]2[CH:16]=[C:17]([N+:20]([O-])=O)[CH:18]=[CH:19][C:10]1=2. (3) The reactants are: [CH3:1][C:2]1[CH:7]=[CH:6][CH:5]=[C:4]([CH3:8])[C:3]=1[C:9]1[CH:14]=[CH:13][CH:12]=[C:11]([CH2:15][O:16][C:17]2[CH:18]=[C:19]3[C:23](=[CH:24][CH:25]=2)[N:22]([CH2:26][C:27]([O:29]CC)=[O:28])[CH:21]=[CH:20]3)[CH:10]=1.CO.[OH-].[K+].C(O)(=O)CC(CC(O)=O)(C(O)=O)O. Given the product [CH3:8][C:4]1[CH:5]=[CH:6][CH:7]=[C:2]([CH3:1])[C:3]=1[C:9]1[CH:14]=[CH:13][CH:12]=[C:11]([CH2:15][O:16][C:17]2[CH:18]=[C:19]3[C:23](=[CH:24][CH:25]=2)[N:22]([CH2:26][C:27]([OH:29])=[O:28])[CH:21]=[CH:20]3)[CH:10]=1, predict the reactants needed to synthesize it. (4) Given the product [F:8][C:5]1[CH:6]=[CH:7][C:2]([C:10](=[O:16])[CH2:11][CH2:12][C:13]([OH:15])=[O:14])=[CH:3][C:4]=1[CH3:9], predict the reactants needed to synthesize it. The reactants are: Br[C:2]1[CH:7]=[CH:6][C:5]([F:8])=[C:4]([CH3:9])[CH:3]=1.[C:10]1(=[O:16])[O:15][C:13](=[O:14])[CH2:12][CH2:11]1.Cl. (5) The reactants are: [CH3:1][O:2][C:3]1[CH:8]=[CH:7][C:6]([N:9]([CH3:22])[S:10]([C:13]2[CH:21]=[CH:20][C:16]([C:17]([OH:19])=O)=[CH:15][CH:14]=2)(=[O:12])=[O:11])=[CH:5][CH:4]=1.[CH3:23][O:24][C:25]1[CH:34]=[CH:33][C:28]2[N:29]=[C:30]([NH2:32])[S:31][C:27]=2[CH:26]=1. Given the product [CH3:23][O:24][C:25]1[CH:34]=[CH:33][C:28]2[N:29]=[C:30]([NH:32][C:17](=[O:19])[C:16]3[CH:15]=[CH:14][C:13]([S:10](=[O:12])(=[O:11])[N:9]([C:6]4[CH:5]=[CH:4][C:3]([O:2][CH3:1])=[CH:8][CH:7]=4)[CH3:22])=[CH:21][CH:20]=3)[S:31][C:27]=2[CH:26]=1, predict the reactants needed to synthesize it. (6) Given the product [C:47]([O:51][C:52]([N:54]1[CH2:59][CH2:58][N:57]([C:12]([C:9]2[N:10]=[CH:11][N:7]([C:3]3[CH:2]=[C:1]([CH3:15])[CH:6]=[CH:5][CH:4]=3)[N:8]=2)=[O:14])[CH2:56][CH:55]1[CH3:60])=[O:53])([CH3:50])([CH3:48])[CH3:49], predict the reactants needed to synthesize it. The reactants are: [C:1]1([CH3:15])[CH:6]=[CH:5][CH:4]=[C:3]([N:7]2[CH:11]=[N:10][C:9]([C:12]([OH:14])=O)=[N:8]2)[CH:2]=1.CN(C(ON1N=NC2C=CC=CC1=2)=[N+](C)C)C.[B-](F)(F)(F)F.CCN(C(C)C)C(C)C.[C:47]([O:51][C:52]([N:54]1[CH2:59][CH2:58][NH:57][CH2:56][CH:55]1[CH3:60])=[O:53])([CH3:50])([CH3:49])[CH3:48]. (7) Given the product [C:1]([O:28][CH:26]([CH3:27])[CH2:25][N:23]([CH3:24])[CH3:22])(=[O:13])[CH2:2][CH2:3][CH2:4][CH2:5][CH2:6][CH2:7][CH2:8][CH2:9][CH2:10][CH2:11][CH3:12], predict the reactants needed to synthesize it. The reactants are: [C:1](Cl)(=[O:13])[CH2:2][CH2:3][CH2:4][CH2:5][CH2:6][CH2:7][CH2:8][CH2:9][CH2:10][CH2:11][CH3:12].C(N(CC)CC)C.[CH3:22][N:23]([CH2:25][CH:26]([OH:28])[CH3:27])[CH3:24].